From a dataset of Peptide-MHC class II binding affinity with 134,281 pairs from IEDB. Regression. Given a peptide amino acid sequence and an MHC pseudo amino acid sequence, predict their binding affinity value. This is MHC class II binding data. (1) The peptide sequence is NAAYNAADHAAPEDK. The MHC is HLA-DQA10501-DQB10301 with pseudo-sequence HLA-DQA10501-DQB10301. The binding affinity (normalized) is 0.583. (2) The peptide sequence is YSCCPDTPYLDITY. The MHC is DRB1_0301 with pseudo-sequence DRB1_0301. The binding affinity (normalized) is 0. (3) The peptide sequence is TVAAAPQVKYAVFEA. The MHC is DRB1_1101 with pseudo-sequence DRB1_1101. The binding affinity (normalized) is 0.0531. (4) The peptide sequence is GELQIVDKIDTAFKI. The MHC is DRB1_0401 with pseudo-sequence DRB1_0401. The binding affinity (normalized) is 0.213.